From a dataset of Blood-brain barrier penetration binary classification data from Martins et al.. Regression/Classification. Given a drug SMILES string, predict its absorption, distribution, metabolism, or excretion properties. Task type varies by dataset: regression for continuous measurements (e.g., permeability, clearance, half-life) or binary classification for categorical outcomes (e.g., BBB penetration, CYP inhibition). Dataset: bbb_martins. (1) The drug is Nc1nc(=O)c2ncn(CC[C@@H](O)CO)c2[nH]1. The result is 1 (penetrates BBB). (2) The drug is Cc1cc(NS(=O)(=O)c2ccc(N)cc2)no1. The result is 1 (penetrates BBB). (3) The molecule is Nc1nc(=S)c2[nH]cnc2[nH]1. The result is 0 (does not penetrate BBB).